Dataset: Full USPTO retrosynthesis dataset with 1.9M reactions from patents (1976-2016). Task: Predict the reactants needed to synthesize the given product. (1) Given the product [C:14]([O:18][C:19]([N:21]1[CH2:26][CH2:25][CH:24]([CH2:27][CH2:28][CH2:29][O:10][C:7]2[CH:8]=[CH:9][C:4]([C:3]([OH:2])=[O:11])=[CH:5][CH:6]=2)[CH2:23][CH2:22]1)=[O:20])([CH3:17])([CH3:16])[CH3:15], predict the reactants needed to synthesize it. The reactants are: C[O:2][C:3](=[O:11])[C:4]1[CH:9]=[CH:8][C:7]([OH:10])=[CH:6][CH:5]=1.[H-].[Na+].[C:14]([O:18][C:19]([N:21]1[CH2:26][CH2:25][CH:24]([CH2:27][CH:28](OS(C)(=O)=O)[CH3:29])[CH2:23][CH2:22]1)=[O:20])([CH3:17])([CH3:16])[CH3:15].O[Li].O. (2) Given the product [NH2:6][C:7]1[CH:8]=[C:9]([CH:13]=[CH:14][C:15]=1[C@H:16]([NH:21][CH2:17][CH2:16][C:15]1[CH:14]=[CH:13][CH:9]=[CH:8][CH:7]=1)[C:17]([O:19][CH3:20])=[O:18])[C:10]([OH:11])=[O:1], predict the reactants needed to synthesize it. The reactants are: [OH2:1].O.Cl[Sn]Cl.[NH2:6][C:7]1[CH:8]=[C:9]([CH:13]=[CH:14][C:15]=1[C@:16](CCC1C=CC=CC=1)([NH2:21])[C:17]([O:19][CH3:20])=[O:18])[C:10](N)=[O:11]. (3) Given the product [ClH:23].[NH2:7][C@@H:8]1[CH2:17][CH2:16][CH2:15][C:14]2[CH:13]=[C:12]([C:18]([O:20][CH2:21][CH3:22])=[O:19])[CH:11]=[CH:10][C:9]1=2, predict the reactants needed to synthesize it. The reactants are: C([S@]([NH:7][C@@H:8]1[CH2:17][CH2:16][CH2:15][C:14]2[CH:13]=[C:12]([C:18]([O:20][CH2:21][CH3:22])=[O:19])[CH:11]=[CH:10][C:9]1=2)=O)(C)(C)C.[ClH:23].O1CCOCC1. (4) Given the product [C:19]([C:4]1[C:3]([S:21][C:22]([F:25])([F:24])[F:23])=[C:2]([N:1]=[CH:27][O:28][CH2:29][CH3:30])[N:6]([C:7]2[C:12]([Cl:13])=[CH:11][C:10]([C:14]([F:15])([F:16])[F:17])=[CH:9][C:8]=2[Cl:18])[N:5]=1)#[N:20], predict the reactants needed to synthesize it. The reactants are: [NH2:1][C:2]1[N:6]([C:7]2[C:12]([Cl:13])=[CH:11][C:10]([C:14]([F:17])([F:16])[F:15])=[CH:9][C:8]=2[Cl:18])[N:5]=[C:4]([C:19]#[N:20])[C:3]=1[S:21][C:22]([F:25])([F:24])[F:23].Cl.[CH:27](OCC)(OCC)[O:28][CH2:29][CH3:30]. (5) Given the product [Cl:1][C:2]1[N:3]=[C:4]([N:11]2[CH2:16][CH2:15][O:14][CH2:13][CH2:12]2)[C:5]2[CH:10]=[CH:9][N:8]([CH2:23][C:22]3[CH:25]=[CH:26][CH:27]=[C:20]([N+:17]([O-:19])=[O:18])[CH:21]=3)[C:6]=2[N:7]=1, predict the reactants needed to synthesize it. The reactants are: [Cl:1][C:2]1[N:3]=[C:4]([N:11]2[CH2:16][CH2:15][O:14][CH2:13][CH2:12]2)[C:5]2[CH:10]=[CH:9][NH:8][C:6]=2[N:7]=1.[N+:17]([C:20]1[CH:21]=[C:22]([CH:25]=[CH:26][CH:27]=1)[CH2:23]Br)([O-:19])=[O:18].C([O-])([O-])=O.[Cs+].[Cs+].O.